The task is: Binary Classification. Given a miRNA mature sequence and a target amino acid sequence, predict their likelihood of interaction.. This data is from Experimentally validated miRNA-target interactions with 360,000+ pairs, plus equal number of negative samples. (1) The miRNA is hsa-miR-6776-3p with sequence CAACCACCACUGUCUCUCCCCAG. Result: 0 (no interaction). The protein sequence of the target gene is MRLHLLLLLALCGAGTTAAELSYSLRGNWSICNGNGSLELPGAVPGCVHSALFQQGLIQDSYYRFNDLNYRWVSLDNWTYSKEFKIPFEISKWQKVNLILEGVDTVSKILFNEVTIGETDNMFNRYSFDITNVVRDVNSIELRFQSAVLYAAQQSKAHTRYQVPPDCPPLVQKGECHVNFVRKEQCSFSWDWGPSFPTQGIWKDVRIEAYNICHLNYFTFSPIYDKSAQEWNLEIESTFDVVSSKPVGGQVIVAIPKLQTQQTYSIELQPGKRIVELFVNISKNITVETWWPHGHGNQTG.... (2) The miRNA is dme-miR-8-3p with sequence UAAUACUGUCAGGUAAAGAUGUC. The protein sequence of the target gene is MAAALQVLPCLLRAPSRPLLWGPPVARMTSGMALAEQARQLFDSAVGAVQPGPMLQRTLSLDPSGRQLKVRDRTFQLRENLYLVGFGKAVLGMAAAAEELLAQHLVQGVISVPKGIRAAMEHAGKKEMLLKPHSRVQVFEGAEDNLPDRDALRAALTIQQLAEGLTADDLLLVLISGGGSALLPAPIPPVTLEEKQMLTKLLAARGATIQELNTIRKALSQLKGGGLAQAAYPAQVISLILSDVIGDPLEVIASGPTVASAHSVQDCLHILNHYGLRAALPRSVKTVLSRADSDPHGPHT.... Result: 0 (no interaction). (3) The miRNA is hsa-miR-4738-3p with sequence UGAAACUGGAGCGCCUGGAGGA. The protein sequence of the target gene is MASLAALALSLLLRLQLPPLPGARAQSAAGGCSFDEHYSNCGYSVALGTNGFTWEQINTWEKPMLDQAVPTGSFMMVNSSGRASGQKAHLLLPTLKENDTHCIDFHYYFSSRDRSSPGALNVYVKVNGGPQGNPVWNVSGVVTEGWVKAELAISTFWPHFYQVIFESVSLKGHPGYIAVDEVRVLAHPCRKAPHFLRLQNVEVNVGQNATFQCIAGGKWSQHDKLWLQQWNGRDTALMVTRVVNHRRFSATVSVADTAQRSVSKYRCVIRSDGGSGVSNYAELIVKEPPTPIAPPELLAV.... Result: 1 (interaction). (4) The miRNA is mmu-miR-190a-5p with sequence UGAUAUGUUUGAUAUAUUAGGU. The protein sequence of the target gene is MPSSTSPDQGDDLENCILRFSDLDLKDMSLINPSSSLKAELDGSTKKKYSFAKKKAFALFVKTKEVPTKRSFECKEKLWKCCRQLFTDQTSIHRHVATQHADEIYHQTASILKQLAVTLSTSKSLSSADEKNPLKECLPHSHDVSAWLPDISCFNPDELISGQGSEEGEVLLYYCYHDLEDPQWICAWQTALCQHLHLTGKIRIAAEGINGTVGGSKLATRLYVEVMLSFPLFKDDLCKDDFKTSKGGAHCFPELRVGVFEEIVPMGISPKKISYKKPGIHLSPGEFHKEVEKFLSQANQ.... Result: 0 (no interaction). (5) The miRNA is hsa-miR-647 with sequence GUGGCUGCACUCACUUCCUUC. The protein sequence of the target gene is MALALAALAAVEPACGSGYQQLQNEEEPGEPEQTAGDAPPPYSSITAESAAYFDYKDESGFPKPPSYNVATTLPSYDEAERTKTEATIPLVPGRDEDFVGRDDFDDTDQLRIGNDGIFMLTFFMAFLFNWIGFFLSFCLTTSAAGRYGAISGFGLSLIKWILIVRFSTYFPGYFDGQYWLWWVFLVLGFLLFLRGFINYAKVRKMPETFSNLPRTRVLFIY. Result: 0 (no interaction). (6) The miRNA is hsa-miR-181a-5p with sequence AACAUUCAACGCUGUCGGUGAGU. The protein sequence of the target gene is MESSVDEEALHQLYLWVDNIPLSRPKRNLSRDFSDGVLVAELIKFYFPKMVEMHNYVPANSLQQKLSNWGHLNRKVLNKLNFSVPDDVMRKIAQCSPGVVELVLIPLRQRLEERQRRQKLGVGSLQELAPQDSSGYMDMGLPQKVRGEGAPALGEQLREGRPLASRPPGYNQALQGDPSFVLQIAEKEQELLASQETVQVLQMKVKRLEHLLQLKNVRIDDLSRRLQQAERKQR. Result: 0 (no interaction).